This data is from Reaction yield outcomes from USPTO patents with 853,638 reactions. The task is: Predict the reaction yield, written as a fraction of the theoretical maximum amount of product (1.0 means a 100% yield; for example, 0.34 means a 34% yield). (1) The reactants are [C:1]1([CH2:11][C:12]#[N:13])[C:10]2[C:5](=[CH:6][CH:7]=[CH:8][CH:9]=2)[CH:4]=[CH:3][CH:2]=1.C[Si]([NH-])(C)C.C[Si]([NH-])(C)C.[Na+].[Na+].C([O:29][CH2:30][CH3:31])(=O)C.[CH3:32]CCCCC. The catalyst is O1CCCC1. The product is [OH:29][CH2:30][CH:31]1[CH2:32][C@:11]1([C:1]1[C:10]2[C:5](=[CH:6][CH:7]=[CH:8][CH:9]=2)[CH:4]=[CH:3][CH:2]=1)[C:12]#[N:13]. The yield is 0.620. (2) The reactants are [C:1]([N:4]1[CH2:8][CH2:7][C:6]2([C:16]3[C:11](=[CH:12][CH:13]=[C:14]([S:17][CH:18]4[CH2:22][CH2:21][CH2:20][CH2:19]4)[CH:15]=3)[N:10](C(=O)C(F)(F)F)[CH2:9]2)[CH2:5]1)(=[O:3])[CH3:2].C(=O)([O-])[OH:30].[Na+].ClC1C=CC=C(C(OO)=O)C=1.[OH2:45]. The catalyst is C(Cl)Cl. The product is [CH:18]1([S:17]([C:14]2[CH:15]=[C:16]3[C:6]4([CH2:7][CH2:8][N:4]([C:1](=[O:3])[CH3:2])[CH2:5]4)[CH2:9][NH:10][C:11]3=[CH:12][CH:13]=2)(=[O:30])=[O:45])[CH2:22][CH2:21][CH2:20][CH2:19]1. The yield is 0.170. (3) The reactants are [Cl:1][C:2]1[CH:3]=[C:4]([C:10](=[O:12])[CH3:11])[CH:5]=[CH:6][C:7]=1[O:8][CH3:9].[Br:13]Br. The catalyst is CO. The product is [Br:13][CH2:11][C:10]([C:4]1[CH:5]=[CH:6][C:7]([O:8][CH3:9])=[C:2]([Cl:1])[CH:3]=1)=[O:12]. The yield is 0.700. (4) The reactants are [CH3:1][Si:2]([C:5]#[CH:6])([CH3:4])[CH3:3].C(N(CC)CC)C.[C:14]([O:18][C:19]([N:21]1[CH2:26][CH2:25][N:24]([S:27]([C:30]2[CH:35]=[CH:34][C:33](Br)=[CH:32][CH:31]=2)(=[O:29])=[O:28])[CH2:23][CH2:22]1)=[O:20])([CH3:17])([CH3:16])[CH3:15]. The yield is 0.800. The product is [C:14]([O:18][C:19]([N:21]1[CH2:26][CH2:25][N:24]([S:27]([C:30]2[CH:35]=[CH:34][C:33]([C:6]#[C:5][Si:2]([CH3:4])([CH3:3])[CH3:1])=[CH:32][CH:31]=2)(=[O:29])=[O:28])[CH2:23][CH2:22]1)=[O:20])([CH3:17])([CH3:15])[CH3:16]. The catalyst is ClCCl.Cl[Pd](Cl)([P](C1C=CC=CC=1)(C1C=CC=CC=1)C1C=CC=CC=1)[P](C1C=CC=CC=1)(C1C=CC=CC=1)C1C=CC=CC=1.[Cu]I. (5) The reactants are [ClH:1].[CH3:2][N:3]([CH2:11][CH2:12][N:13]1[CH2:18][CH2:17][C:16]([C:24]2[CH:29]=[CH:28][CH:27]=[CH:26][CH:25]=2)([N:19]2[CH2:23][CH2:22][CH2:21][CH2:20]2)[CH2:15][CH2:14]1)[C:4](=[O:10])[O:5][C:6]([CH3:9])([CH3:8])[CH3:7].CO.C(Cl)(Cl)[Cl:33]. The catalyst is C(Cl)(Cl)Cl. The product is [ClH:33].[ClH:1].[ClH:33].[CH3:2][N:3]([CH2:11][CH2:12][N:13]1[CH2:14][CH2:15][C:16]([C:24]2[CH:29]=[CH:28][CH:27]=[CH:26][CH:25]=2)([N:19]2[CH2:23][CH2:22][CH2:21][CH2:20]2)[CH2:17][CH2:18]1)[C:4](=[O:10])[O:5][C:6]([CH3:9])([CH3:7])[CH3:8]. The yield is 0.970. (6) The yield is 0.830. The product is [Cl:27][C:28]1[CH:33]=[C:32]([O:26][CH:23]2[CH2:24][CH2:25][O:20][CH2:21][CH2:22]2)[CH:31]=[CH:30][N:29]=1. The reactants are C1(P(C2C=CC=CC=2)C2C=CC=CC=2)C=CC=CC=1.[O:20]1[CH2:25][CH2:24][CH:23]([OH:26])[CH2:22][CH2:21]1.[Cl:27][C:28]1[CH:33]=[C:32](O)[CH:31]=[CH:30][N:29]=1.N(C(OC(C)C)=O)=NC(OC(C)C)=O. The catalyst is C1COCC1.C(OCC)(=O)C.